The task is: Binary Classification. Given a drug SMILES string, predict its activity (active/inactive) in a high-throughput screening assay against a specified biological target.. This data is from Cav3 T-type calcium channel HTS with 100,875 compounds. (1) The drug is O=C1N(C(c2c1cccc2)C(=O)NCc1cccnc1)Cc1occc1. The result is 0 (inactive). (2) The compound is S(=O)(=O)(NC(C)(C)C)c1ccc(NC(=O)c2cc(OC)c(OC)c(OC)c2)cc1. The result is 0 (inactive). (3) The compound is O=C(N1CCN(CC1)c1cc(NCc2ccccc2)c([N+]([O-])=O)cc1)CC(C)C. The result is 0 (inactive). (4) The molecule is Brc1c(cccc1)C(=O)N\N=C\c1sc([N+]([O-])=O)cc1. The result is 0 (inactive).